The task is: Predict which catalyst facilitates the given reaction.. This data is from Catalyst prediction with 721,799 reactions and 888 catalyst types from USPTO. (1) Reactant: [Cl:1][C:2]1[CH:7]=[CH:6][CH:5]=[C:4]([Cl:8])[C:3]=1[C:9]1[NH:10][C:11]2[CH:17]=[C:16]([C:18]([NH:20][NH2:21])=[O:19])[CH:15]=[CH:14][C:12]=2[N:13]=1.[C:22]1([CH3:31])[CH:27]=[CH:26][CH:25]=[C:24]([N:28]=[C:29]=S)[CH:23]=1.CCN=C=NCCCN(C)C.CCOC(C)=O. Product: [Cl:1][C:2]1[CH:7]=[CH:6][CH:5]=[C:4]([Cl:8])[C:3]=1[C:9]1[NH:10][C:11]2[CH:17]=[C:16]([C:18]3[O:19][C:29]([NH:28][C:24]4[CH:23]=[C:22]([CH3:31])[CH:27]=[CH:26][CH:25]=4)=[N:21][N:20]=3)[CH:15]=[CH:14][C:12]=2[N:13]=1. The catalyst class is: 3. (2) Reactant: [S:1]1[C:5]2[CH:6]=[CH:7][CH:8]=[CH:9][C:4]=2[N:3]=[C:2]1[NH:10][C:11]([C:13]1[CH:14]=[CH:15][CH:16]=[C:17]2[C:22]=1[CH2:21][N:20]([C:23]1[N:28]=[C:27]([C:29]([O:31][C:32]([CH3:35])([CH3:34])[CH3:33])=[O:30])[C:26](B3OC(C)(C)C(C)(C)O3)=[CH:25][CH:24]=1)[CH2:19][CH2:18]2)=[O:12].C([O-])(O)=O.[Na+].[Cl:50][C:51]1[C:56]([CH3:57])=[C:55](I)[CH:54]=[CH:53][N:52]=1. Product: [S:1]1[C:5]2[CH:6]=[CH:7][CH:8]=[CH:9][C:4]=2[N:3]=[C:2]1[NH:10][C:11]([C:13]1[CH:14]=[CH:15][CH:16]=[C:17]2[C:22]=1[CH2:21][N:20]([C:23]1[N:28]=[C:27]([C:29]([O:31][C:32]([CH3:33])([CH3:35])[CH3:34])=[O:30])[C:26]([C:55]3[CH:54]=[CH:53][N:52]=[C:51]([Cl:50])[C:56]=3[CH3:57])=[CH:25][CH:24]=1)[CH2:19][CH2:18]2)=[O:12]. The catalyst class is: 660. (3) The catalyst class is: 40. Reactant: C([O:3][C:4](=[O:26])[C:5]([CH3:25])([CH3:24])[CH2:6][CH2:7][CH2:8][O:9][CH2:10][CH2:11][O:12][CH2:13][CH2:14][CH2:15][C:16]([C:19]([O:21]CC)=[O:20])([CH3:18])[CH3:17])C.[OH-].[K+].C(OCC)(=O)C. Product: [C:4]([C:5]([CH3:25])([CH3:24])[CH2:6][CH2:7][CH2:8][O:9][CH2:10][CH2:11][O:12][CH2:13][CH2:14][CH2:15][C:16]([CH3:18])([CH3:17])[C:19]([OH:21])=[O:20])([OH:26])=[O:3].